Dataset: Forward reaction prediction with 1.9M reactions from USPTO patents (1976-2016). Task: Predict the product of the given reaction. (1) Given the reactants C[O:2][C:3](=O)[CH:4]=[CH:5][C:6]1[C:14]2[N:13]([C:15]3[CH:20]=[CH:19][CH:18]=[CH:17][CH:16]=3)[CH:12]=[N:11][C:10]=2[CH:9]=[C:8]([C:21]([F:24])([F:23])[F:22])[CH:7]=1.CN1CC[N:30]([C:33](=O)[CH:34]=[CH:35]C2C3N(C4C=CC=CC=4)C=NC=3C=C(C(F)(F)F)C=2)CC1, predict the reaction product. The product is: [C:15]1([N:13]2[C:14]3[C:6]([CH:5]=[CH:4][C:3]([NH:30][CH2:33][CH2:34][CH3:35])=[O:2])=[CH:7][C:8]([C:21]([F:22])([F:23])[F:24])=[CH:9][C:10]=3[N:11]=[CH:12]2)[CH:16]=[CH:17][CH:18]=[CH:19][CH:20]=1. (2) Given the reactants O=[C:2]1[CH2:6][CH2:5][CH2:4][N:3]1[C:7]1[CH:12]=[CH:11][C:10]([N:13]2[CH:17]=[N:16][C:15]([C:18]3[CH:19]=[C:20]([CH:25]=[CH:26][CH:27]=3)[C:21]([O:23][CH3:24])=[O:22])=[N:14]2)=[CH:9][CH:8]=1, predict the reaction product. The product is: [N:3]1([C:7]2[CH:8]=[CH:9][C:10]([N:13]3[CH:17]=[N:16][C:15]([C:18]4[CH:19]=[C:20]([CH:25]=[CH:26][CH:27]=4)[C:21]([O:23][CH3:24])=[O:22])=[N:14]3)=[CH:11][CH:12]=2)[CH2:2][CH2:6][CH2:5][CH2:4]1. (3) The product is: [Br:15][C:16]1[CH:17]=[C:18]([NH:23][S:2]([N:5]2[CH2:12][CH2:13][O:14][C:6]2=[O:7])(=[O:4])=[O:3])[C:19]([CH3:22])=[N:20][CH:21]=1. Given the reactants Cl[S:2]([N:5]=[C:6]=[O:7])(=[O:4])=[O:3].C(Cl)Cl.Cl[CH2:12][CH2:13][OH:14].[Br:15][C:16]1[CH:17]=[C:18]([NH2:23])[C:19]([CH3:22])=[N:20][CH:21]=1, predict the reaction product.